From a dataset of CYP2D6 inhibition data for predicting drug metabolism from PubChem BioAssay. Regression/Classification. Given a drug SMILES string, predict its absorption, distribution, metabolism, or excretion properties. Task type varies by dataset: regression for continuous measurements (e.g., permeability, clearance, half-life) or binary classification for categorical outcomes (e.g., BBB penetration, CYP inhibition). Dataset: cyp2d6_veith. (1) The compound is O=C1[C@H]2CC[C@H]3/C(=N\OC[C@@H](O)COCc4ccco4)C[C@@H](O)[C@@H](O)[C@@H]3[C@@H]2C(=O)N1Cc1ccc2c(c1)OCO2. The result is 0 (non-inhibitor). (2) The result is 1 (inhibitor). The drug is Cc1ccc(C)c(NC(=O)C2CC3c4ccccc4C2c2ccccc23)c1. (3) The compound is COc1ccc(C(=O)NNC(=S)NC(=O)c2ccco2)cc1. The result is 0 (non-inhibitor). (4) The drug is COC(=O)[C@@]1(Cc2ccccc2)[C@H]2c3cc(C(=O)N4CCCC4)n(CC4CC4)c3C[C@H]2CN1C(=O)c1ccccc1. The result is 0 (non-inhibitor). (5) The drug is NC(=O)C1(N2CCCCC2)CCN(C(=O)c2cccn3c(=O)c4cc(Cl)ccc4nc23)CC1. The result is 0 (non-inhibitor).